Dataset: Forward reaction prediction with 1.9M reactions from USPTO patents (1976-2016). Task: Predict the product of the given reaction. (1) The product is: [C:11]([OH:16])(=[O:15])[CH2:12][CH2:14][C:17]([OH:20])=[O:19].[O:1]=[CH:2][C@@H:3]([C@H:5]([C@@H:7]([CH2:9][OH:10])[OH:8])[OH:6])[OH:4]. Given the reactants [O:1]=[CH:2][C@@H:3]([C@H:5]([C@@H:7]([CH2:9][OH:10])[OH:8])[OH:6])[OH:4].[C:11]([OH:16])(=[O:15])[C@@H:12]([CH3:14])O.[C:17]([OH:20])(=[O:19])C, predict the reaction product. (2) Given the reactants N1C2C(=CC=CC=2)C=C1.[CH:10]1([CH2:13][O:14][C:15]2[CH:16]=[C:17]([CH2:26][N:27]3[C:35]4[C:30](=[CH:31][CH:32]=[CH:33][CH:34]=4)[C:29]([CH2:36][C:37]4[CH:42]=[CH:41][CH:40]=[C:39]([C:43]([F:46])([F:45])[F:44])[CH:38]=4)=[C:28]3[C:47]([O:49][CH2:50][CH3:51])=[O:48])[CH:18]=[C:19]([O:21]S(C)(=O)=O)[CH:20]=2)[CH2:12][CH2:11]1.CCCC[N+](CCCC)(CCCC)CCCC.[F-], predict the reaction product. The product is: [CH:10]1([CH2:13][O:14][C:15]2[CH:16]=[C:17]([CH2:26][N:27]3[C:35]4[C:30](=[CH:31][CH:32]=[CH:33][CH:34]=4)[C:29]([CH2:36][C:37]4[CH:42]=[CH:41][CH:40]=[C:39]([C:43]([F:45])([F:46])[F:44])[CH:38]=4)=[C:28]3[C:47]([O:49][CH2:50][CH3:51])=[O:48])[CH:18]=[C:19]([OH:21])[CH:20]=2)[CH2:12][CH2:11]1.